This data is from Full USPTO retrosynthesis dataset with 1.9M reactions from patents (1976-2016). The task is: Predict the reactants needed to synthesize the given product. (1) Given the product [CH:1]1([C:7]2[C:8]3[S:20][C:19]([C:21]([OH:23])=[O:22])=[CH:18][C:9]=3[N:10]([CH3:31])[C:11]=2[C:12]2[CH:13]=[CH:14][CH:15]=[CH:16][CH:17]=2)[CH2:2][CH2:3][CH2:4][CH2:5][CH2:6]1, predict the reactants needed to synthesize it. The reactants are: [CH:1]1([C:7]2[C:8]3[S:20][C:19]([C:21]([O:23]C)=[O:22])=[CH:18][C:9]=3[NH:10][C:11]=2[C:12]2[CH:17]=[CH:16][CH:15]=[CH:14][CH:13]=2)[CH2:6][CH2:5][CH2:4][CH2:3][CH2:2]1.[H-].[Na+].S(OC)(O[CH3:31])(=O)=O.[OH-].[Na+]. (2) Given the product [O:1]1[CH2:5][CH2:4][O:3][CH:2]1[CH2:6][CH2:7][C:8]1[CH:13]=[C:12]([F:14])[C:11]([C:20]2[CH:27]=[CH:26][C:23]([C:24]#[N:25])=[CH:22][CH:21]=2)=[C:10]([F:18])[CH:9]=1, predict the reactants needed to synthesize it. The reactants are: [O:1]1[CH2:5][CH2:4][O:3][CH:2]1[CH2:6][CH2:7][C:8]1[CH:13]=[C:12]([F:14])[C:11](B(O)O)=[C:10]([F:18])[CH:9]=1.Br[C:20]1[CH:27]=[CH:26][C:23]([C:24]#[N:25])=[CH:22][CH:21]=1.C(N(CC)CC)C.C1(P(C2C=CC=CC=2)C2C=CC=CC=2)C=CC=CC=1.